Dataset: Reaction yield outcomes from USPTO patents with 853,638 reactions. Task: Predict the reaction yield, written as a fraction of the theoretical maximum amount of product (1.0 means a 100% yield; for example, 0.34 means a 34% yield). (1) The reactants are [C:1]1([N:7]2[C:15]3[C:10](=[CH:11][C:12]([OH:16])=[CH:13][CH:14]=3)[CH:9]=[CH:8]2)[CH:6]=[CH:5][CH:4]=[CH:3][CH:2]=1.[BH3-]C#N.[Na+].C([O-])([O-])=O.[Na+].[Na+]. The catalyst is CC(O)=O.O. The product is [C:1]1([N:7]2[C:15]3[C:10](=[CH:11][C:12]([OH:16])=[CH:13][CH:14]=3)[CH2:9][CH2:8]2)[CH:6]=[CH:5][CH:4]=[CH:3][CH:2]=1. The yield is 0.400. (2) The reactants are O[CH2:2][CH:3]1[CH2:7][CH:6]([CH2:8][OH:9])[CH:5]=[CH:4]1.[N:10]1C=CC=C[CH:11]=1.[C:16](Cl)([C:29]1[CH:34]=[CH:33][CH:32]=[CH:31][CH:30]=1)([C:23]1[CH:28]=[CH:27][CH:26]=[CH:25][CH:24]=1)[C:17]1[CH:22]=[CH:21][CH:20]=[CH:19][CH:18]=1.O. The catalyst is C(Cl)Cl. The product is [C:16]([O:9][CH2:8][CH:6]1[CH2:7][CH:3]([CH2:2][C:11]#[N:10])[CH:4]=[CH:5]1)([C:29]1[CH:34]=[CH:33][CH:32]=[CH:31][CH:30]=1)([C:23]1[CH:28]=[CH:27][CH:26]=[CH:25][CH:24]=1)[C:17]1[CH:22]=[CH:21][CH:20]=[CH:19][CH:18]=1. The yield is 0.457. (3) The reactants are [C:1]1([CH:7]2[NH:12][CH2:11][CH2:10][N:9]([C:13]([O:15][C:16]([CH3:19])([CH3:18])[CH3:17])=[O:14])[CH2:8]2)[CH:6]=[CH:5][CH:4]=[CH:3][CH:2]=1.Cl[C:21]([O:23][CH2:24][C:25]1[CH:30]=[CH:29][CH:28]=[CH:27][CH:26]=1)=[O:22].C(N(C(C)C)CC)(C)C. The catalyst is O1CCOCC1.C(OCC)(=O)C. The yield is 0.590. The product is [C:1]1([CH:7]2[CH2:8][N:9]([C:13]([O:15][C:16]([CH3:19])([CH3:18])[CH3:17])=[O:14])[CH2:10][CH2:11][N:12]2[C:21]([O:23][CH2:24][C:25]2[CH:30]=[CH:29][CH:28]=[CH:27][CH:26]=2)=[O:22])[CH:2]=[CH:3][CH:4]=[CH:5][CH:6]=1. (4) The product is [F:18][C:19]1[CH:27]=[CH:26][C:22]([C:23]([N:14]2[CH2:15][CH2:16][CH2:17][C@H:12]([C:10]3[O:9][N:8]=[C:7]([C:3]4[NH:2][CH:6]=[CH:5][N:4]=4)[N:11]=3)[CH2:13]2)=[O:24])=[CH:21][CH:20]=1. No catalyst specified. The reactants are Cl.[NH:2]1[CH:6]=[CH:5][N:4]=[C:3]1[C:7]1[N:11]=[C:10]([C@H:12]2[CH2:17][CH2:16][CH2:15][NH:14][CH2:13]2)[O:9][N:8]=1.[F:18][C:19]1[CH:27]=[CH:26][C:22]([C:23](Cl)=[O:24])=[CH:21][CH:20]=1. The yield is 0.120. (5) The reactants are [CH:1]([C:3]1[N:8]=[C:7]2[N:9]([C@H:13]([C:15]3[CH:20]=[CH:19][CH:18]=[CH:17][CH:16]=3)[CH3:14])[C:10]([OH:12])=[N:11][C:6]2=[N:5][CH:4]=1)=[CH2:2]. The catalyst is [Pd].CO. The product is [C:15]1([C@@H:13]([N:9]2[C:7]3=[N:8][C:3]([CH2:1][CH3:2])=[CH:4][N:5]=[C:6]3[N:11]=[C:10]2[OH:12])[CH3:14])[CH:20]=[CH:19][CH:18]=[CH:17][CH:16]=1. The yield is 0.860.